Dataset: Forward reaction prediction with 1.9M reactions from USPTO patents (1976-2016). Task: Predict the product of the given reaction. (1) The product is: [CH:15]1([C:20]([C:9]2[CH:8]=[C:7]([CH2:5][CH3:6])[CH:12]=[CH:11][C:10]=2[OH:13])=[O:21])[CH2:19][CH2:18][CH2:17][CH2:16]1. Given the reactants [Cl-].[Al+3].[Cl-].[Cl-].[CH2:5]([C:7]1[CH:12]=[CH:11][C:10]([O:13]C)=[CH:9][CH:8]=1)[CH3:6].[CH:15]1([C:20](Cl)=[O:21])[CH2:19][CH2:18][CH2:17][CH2:16]1, predict the reaction product. (2) Given the reactants C([NH:5][S:6]([C:9]1[S:10][C:11]([C:14]2[N:19]=[C:18]([CH:20]3[CH2:22][CH2:21]3)[CH:17]=[C:16]([NH:23][C:24]3[NH:28][N:27]=[C:26]([CH:29]4[CH2:31][CH2:30]4)[CH:25]=3)[N:15]=2)=[CH:12][CH:13]=1)(=[O:8])=[O:7])(C)(C)C, predict the reaction product. The product is: [CH:20]1([C:18]2[CH:17]=[C:16]([NH:23][C:24]3[NH:28][N:27]=[C:26]([CH:29]4[CH2:31][CH2:30]4)[CH:25]=3)[N:15]=[C:14]([C:11]3[S:10][C:9]([S:6]([NH2:5])(=[O:8])=[O:7])=[CH:13][CH:12]=3)[N:19]=2)[CH2:21][CH2:22]1. (3) Given the reactants [F:1][C:2]([F:11])([F:10])[C:3]1[N:4]=[CH:5][C:6]([NH2:9])=[N:7][CH:8]=1.C(N(CC)CC)C.ClC(Cl)(O[C:23](=[O:29])OC(Cl)(Cl)Cl)Cl.[CH3:31][C:32]1[CH:37]=[C:36]([C:38]2[CH:39]=[CH:40][C:41]3[N:47]4[CH2:48][C@H:44]([CH2:45][CH2:46]4)[NH:43][C:42]=3[N:49]=2)[CH:35]=[CH:34][N:33]=1, predict the reaction product. The product is: [CH3:31][C:32]1[CH:37]=[C:36]([C:38]2[CH:39]=[CH:40][C:41]3[N:47]4[CH2:48][C@H:44]([CH2:45][CH2:46]4)[N:43]([C:23]([NH:9][C:6]4[CH:5]=[N:4][C:3]([C:2]([F:1])([F:10])[F:11])=[CH:8][N:7]=4)=[O:29])[C:42]=3[N:49]=2)[CH:35]=[CH:34][N:33]=1. (4) Given the reactants Br[C:2]1[CH:3]=[C:4]2[C:9](=[N:10][CH:11]=1)[NH:8][C:7](=[O:12])[CH2:6][CH2:5]2.[CH3:13][N:14]([CH2:19][C:20]1[CH2:21][C:22]2[C:27]([C:28]=1[CH3:29])=[CH:26][CH:25]=[CH:24][CH:23]=2)[C:15](=[O:18])[CH:16]=[CH2:17].CCN(C(C)C)C(C)C, predict the reaction product. The product is: [CH3:13][N:14]([CH2:19][C:20]1[CH2:21][C:22]2[C:27]([C:28]=1[CH3:29])=[CH:26][CH:25]=[CH:24][CH:23]=2)[C:15](=[O:18])/[CH:16]=[CH:17]/[C:2]1[CH:11]=[N:10][C:9]2[NH:8][C:7](=[O:12])[CH2:6][CH2:5][C:4]=2[CH:3]=1. (5) Given the reactants [Li][CH3:2].[CH:3]12[O:8][CH:7]1[CH2:6][N:5]([C:9]([O:11][CH2:12][C:13]1[CH:18]=[CH:17][CH:16]=[CH:15][CH:14]=1)=[O:10])[CH2:4]2, predict the reaction product. The product is: [OH:8][C@H:7]1[C@H:3]([CH3:2])[CH2:4][N:5]([C:9]([O:11][CH2:12][C:13]2[CH:18]=[CH:17][CH:16]=[CH:15][CH:14]=2)=[O:10])[CH2:6]1.